This data is from Reaction yield outcomes from USPTO patents with 853,638 reactions. The task is: Predict the reaction yield, written as a fraction of the theoretical maximum amount of product (1.0 means a 100% yield; for example, 0.34 means a 34% yield). (1) The product is [C:7]([C@@H:3]1[CH2:4][CH2:5][CH2:6][N:2]1[C:16](=[O:17])[C@@H:15]([NH:14][C:12](=[O:13])[O:11][CH3:10])[CH:19]([CH3:21])[CH3:20])(=[O:8])[NH2:9]. The reactants are Cl.[NH:2]1[CH2:6][CH2:5][CH2:4][C@H:3]1[C:7]([NH2:9])=[O:8].[CH3:10][O:11][C:12]([NH:14][C@@H:15]([CH:19]([CH3:21])[CH3:20])[C:16](O)=[O:17])=[O:13].O.N1(O)C2C=CC=CC=2N=N1.Cl.C(N=C=NCCCN(C)C)C.CN1CCOCC1. The catalyst is ClCCl. The yield is 0.640. (2) The reactants are [F:1][C:2]([F:17])([F:16])[C:3]1[CH:8]=[CH:7][C:6]([C:9]2[CH:14]=[CH:13][N+:12]([O-])=[CH:11][CH:10]=2)=[CH:5][CH:4]=1.C(OC(=O)C)(=[O:20])C. No catalyst specified. The product is [F:1][C:2]([F:17])([F:16])[C:3]1[CH:8]=[CH:7][C:6]([C:9]2[CH:14]=[CH:13][NH:12][C:11](=[O:20])[CH:10]=2)=[CH:5][CH:4]=1. The yield is 0.660. (3) The reactants are [CH2:1]([NH2:11])/[CH:2]=[C:3](/[CH2:5][CH2:6][CH:7]=[C:8]([CH3:10])[CH3:9])\[CH3:4].C(N(CC)CC)C.[C:19]([O:22][CH:23]([CH3:27])[C:24](Cl)=[O:25])(=[O:21])[CH3:20]. The catalyst is C1COCC1.ClCCl. The product is [CH2:1]([NH:11][C:24](=[O:25])[CH:23]([O:22][C:19](=[O:21])[CH3:20])[CH3:27])/[CH:2]=[C:3](/[CH2:5][CH2:6][CH:7]=[C:8]([CH3:10])[CH3:9])\[CH3:4]. The yield is 0.900. (4) The reactants are [C:1]([CH2:3][NH:4][C:5](=[O:37])[C:6]1[CH:11]=[CH:10][C:9]([CH:12]([O:18][C:19]2[CH:24]=[C:23]([CH3:25])[C:22]([C:26]3[CH:31]=[CH:30][C:29]([C:32]([F:35])([F:34])[F:33])=[CH:28][CH:27]=3)=[C:21]([CH3:36])[CH:20]=2)[CH2:13][C:14]([CH3:17])([CH3:16])[CH3:15])=[CH:8][CH:7]=1)#[N:2].Cl.C(N(CC)CC)C.[N-:46]=[N+:47]=[N-:48].[Na+].Cl. The catalyst is C1(C)C=CC=CC=1.O. The product is [CH3:36][C:21]1[CH:20]=[C:19]([O:18][CH:12]([C:9]2[CH:8]=[CH:7][C:6]([C:5]([NH:4][CH2:3][C:1]3[NH:48][N:47]=[N:46][N:2]=3)=[O:37])=[CH:11][CH:10]=2)[CH2:13][C:14]([CH3:15])([CH3:16])[CH3:17])[CH:24]=[C:23]([CH3:25])[C:22]=1[C:26]1[CH:27]=[CH:28][C:29]([C:32]([F:35])([F:33])[F:34])=[CH:30][CH:31]=1. The yield is 0.820. (5) The reactants are [CH3:1][C:2]1([CH3:27])[CH2:7][C:6](OS(C(F)(F)C(F)(F)C(F)(F)C(F)(F)F)(=O)=O)=[CH:5][C:4]([CH3:26])([CH3:25])[O:3]1.[B:28]1([B:28]2[O:32][C:31]([CH3:34])([CH3:33])[C:30]([CH3:36])([CH3:35])[O:29]2)[O:32][C:31]([CH3:34])([CH3:33])[C:30]([CH3:36])([CH3:35])[O:29]1.CC([O-])=O.[K+].ClCCl. The catalyst is COCCOC.C1(P(C2C=CC=CC=2)[C-]2C=CC=C2)C=CC=CC=1.[C-]1(P(C2C=CC=CC=2)C2C=CC=CC=2)C=CC=C1.[Fe+2].Cl[Pd]Cl.C1(P(C2C=CC=CC=2)[C-]2C=CC=C2)C=CC=CC=1.[C-]1(P(C2C=CC=CC=2)C2C=CC=CC=2)C=CC=C1.[Fe+2]. The product is [CH3:27][C:2]1([CH3:1])[CH2:7][C:6]([B:28]2[O:32][C:31]([CH3:34])([CH3:33])[C:30]([CH3:36])([CH3:35])[O:29]2)=[CH:5][C:4]([CH3:25])([CH3:26])[O:3]1. The yield is 0.640.